Dataset: Catalyst prediction with 721,799 reactions and 888 catalyst types from USPTO. Task: Predict which catalyst facilitates the given reaction. (1) Reactant: [C:1]([O:5][C:6]([N:8]1[CH2:13][CH2:12][CH:11]([O:14][C:15]2[CH:16]=[CH:17][CH:18]=[C:19]3[C:23]=2[N:22]([CH3:24])[C:21]([C:25](=[O:44])[NH:26][C:27]2[CH:32]=[C:31]([C:33]([CH3:36])([CH3:35])[CH3:34])[CH:30]=[C:29]([NH:37][S:38]([CH3:41])(=[O:40])=[O:39])[C:28]=2[O:42][CH3:43])=[CH:20]3)[CH2:10][CH2:9]1)=[O:7])(C)(C)[CH3:2].FC(F)(F)C(O)=O. Product: [CH2:1]([O:5][C:6]([N:8]1[CH2:13][CH2:12][CH:11]([O:14][C:15]2[CH:16]=[CH:17][CH:18]=[C:19]3[C:23]=2[N:22]([CH3:24])[C:21]([C:25](=[O:44])[NH:26][C:27]2[CH:32]=[C:31]([C:33]([CH3:35])([CH3:36])[CH3:34])[CH:30]=[C:29]([NH:37][S:38]([CH3:41])(=[O:40])=[O:39])[C:28]=2[O:42][CH3:43])=[CH:20]3)[CH2:10][CH2:9]1)=[O:7])[CH3:2]. The catalyst class is: 4. (2) The catalyst class is: 5. Reactant: [CH:1]([Li])([CH3:3])[CH3:2].[Br:5][C:6]1[CH:7]=[C:8]([C:12]([C:20]2[CH:25]=[CH:24][CH:23]=[CH:22][C:21]=2[C:26]#[N:27])=[N:13]S(C(C)(C)C)=[O:15])[CH:9]=[CH:10][CH:11]=1.[O:28]1[CH2:32][CH2:31]CC1. Product: [NH3:13].[C:32]([OH:28])(=[O:15])[CH3:31].[Br:5][C:6]1[CH:7]=[C:8]([C:12]2([CH:1]([CH3:3])[CH3:2])[C:20]3[C:21](=[CH:22][CH:23]=[CH:24][CH:25]=3)[C:26]([NH2:27])=[N:13]2)[CH:9]=[CH:10][CH:11]=1. (3) The catalyst class is: 12. Reactant: [F:1][C:2]([F:25])([F:24])[C:3]1[CH:8]=[CH:7][CH:6]=[CH:5][C:4]=1[N:9]1[CH2:13][C@@H:12]2[CH2:14][N:15](C(OC(C)(C)C)=O)[CH2:16][C@@H:11]2[CH2:10]1.[ClH:26]. Product: [ClH:26].[F:24][C:2]([F:1])([F:25])[C:3]1[CH:8]=[CH:7][CH:6]=[CH:5][C:4]=1[N:9]1[CH2:10][C@@H:11]2[C@@H:12]([CH2:14][NH:15][CH2:16]2)[CH2:13]1. (4) Reactant: [CH3:1][O:2][C:3]1[CH:4]=[C:5]2[C:10](=[CH:11][C:12]=1[CH3:13])[NH:9][CH:8]=[C:7](C(O)=O)[C:6]2=[O:17].CCCCCC. Product: [CH3:1][O:2][C:3]1[CH:4]=[C:5]2[C:10](=[CH:11][C:12]=1[CH3:13])[NH:9][CH:8]=[CH:7][C:6]2=[O:17]. The catalyst class is: 400. (5) Reactant: [N:1]1[C:10]2[C:5](=[CH:6][C:7]([C:11]([OH:13])=O)=[CH:8][CH:9]=2)[CH:4]=[CH:3][CH:2]=1.[CH3:14][C:15]1([CH3:23])[O:20][C:19](=[O:21])[CH2:18][C:17](=[O:22])[O:16]1.C(Cl)CCl. Product: [CH3:14][C:15]1([CH3:23])[O:20][C:19](=[O:21])[CH:18]([C:11]([C:7]2[CH:6]=[C:5]3[C:10](=[CH:9][CH:8]=2)[N:1]=[CH:2][CH:3]=[CH:4]3)=[O:13])[C:17](=[O:22])[O:16]1. The catalyst class is: 119. (6) Reactant: Br[C:2]1[CH:3]=[N:4][C:5]2[C:10]([CH:11]=1)=[CH:9][C:8]([S:12][C:13]1[N:17]3[N:18]=[C:19]([CH3:22])[CH:20]=[CH:21][C:16]3=[N:15][N:14]=1)=[CH:7][CH:6]=2.[CH3:23][N:24]1[CH:28]=[C:27](B2OC(C)(C)C(C)(C)O2)[CH:26]=[N:25]1.C(=O)([O-])[O-].[Na+].[Na+]. Product: [CH3:23][N:24]1[CH:28]=[C:27]([C:2]2[CH:3]=[N:4][C:5]3[C:10]([CH:11]=2)=[CH:9][C:8]([S:12][C:13]2[N:17]4[N:18]=[C:19]([CH3:22])[CH:20]=[CH:21][C:16]4=[N:15][N:14]=2)=[CH:7][CH:6]=3)[CH:26]=[N:25]1. The catalyst class is: 57. (7) Reactant: [OH:1][C:2]1[C:9]([CH3:10])=[CH:8][C:5]([CH:6]=[O:7])=[CH:4][C:3]=1[CH3:11].[H-].[Na+].Br[CH2:15][CH2:16][O:17][CH2:18][C:19]1[CH:24]=[CH:23][CH:22]=[CH:21][CH:20]=1.O. Product: [CH2:18]([O:17][CH2:16][CH2:15][O:1][C:2]1[C:3]([CH3:11])=[CH:4][C:5]([CH:6]=[O:7])=[CH:8][C:9]=1[CH3:10])[C:19]1[CH:24]=[CH:23][CH:22]=[CH:21][CH:20]=1. The catalyst class is: 3. (8) Reactant: S(Cl)([Cl:3])=O.[Br:5][C:6]1[CH:11]=[C:10]([CH:12]([C:14]2[C:19]([F:20])=[CH:18][CH:17]=[C:16]([F:21])[C:15]=2[F:22])O)[C:9]([Cl:23])=[CH:8][N:7]=1. Product: [Br:5][C:6]1[CH:11]=[C:10]([CH:12]([Cl:3])[C:14]2[C:19]([F:20])=[CH:18][CH:17]=[C:16]([F:21])[C:15]=2[F:22])[C:9]([Cl:23])=[CH:8][N:7]=1. The catalyst class is: 120.